Dataset: Catalyst prediction with 721,799 reactions and 888 catalyst types from USPTO. Task: Predict which catalyst facilitates the given reaction. (1) Reactant: [F:1][C:2]1[C:10]([CH2:11][NH:12][C:13](=[O:19])[O:14][C:15]([CH3:18])([CH3:17])[CH3:16])=[CH:9][CH:8]=[C:7]2[C:3]=1[CH:4]=[CH:5][NH:6]2.C1C(=O)N([Cl:27])C(=O)C1. Product: [Cl:27][C:4]1[C:3]2[C:7](=[CH:8][CH:9]=[C:10]([CH2:11][NH:12][C:13](=[O:19])[O:14][C:15]([CH3:16])([CH3:18])[CH3:17])[C:2]=2[F:1])[NH:6][CH:5]=1. The catalyst class is: 2. (2) Reactant: [C:1]([O:5][C:6]([N:8]1[CH2:13][CH2:12][C:11]([CH2:15][OH:16])([CH3:14])[CH2:10][CH2:9]1)=[O:7])([CH3:4])([CH3:3])[CH3:2].N1C=CC=CC=1.[CH3:23][S:24](Cl)(=[O:26])=[O:25]. Product: [C:1]([O:5][C:6]([N:8]1[CH2:13][CH2:12][C:11]([CH2:15][O:16][S:24]([CH3:23])(=[O:26])=[O:25])([CH3:14])[CH2:10][CH2:9]1)=[O:7])([CH3:4])([CH3:3])[CH3:2]. The catalyst class is: 4. (3) Reactant: [F:1][C:2]1[C:3]([CH3:29])=[C:4]([CH:26]=[CH:27][CH:28]=1)[O:5][C:6]1[C:7]([C:23]([NH2:25])=[O:24])=[C:8]([NH:14][C:15]2[CH:20]=[CH:19][C:18]([I:21])=[CH:17][C:16]=2[F:22])[N:9]([CH3:13])[C:10](=[O:12])[CH:11]=1.[F:30][B-](F)(F)F.F[B-](F)(F)F.ClC[N+]12CC[N+](F)(CC1)CC2. Product: [F:30][C:11]1[C:10](=[O:12])[N:9]([CH3:13])[C:8]([NH:14][C:15]2[CH:20]=[CH:19][C:18]([I:21])=[CH:17][C:16]=2[F:22])=[C:7]([C:23]([NH2:25])=[O:24])[C:6]=1[O:5][C:4]1[CH:26]=[CH:27][CH:28]=[C:2]([F:1])[C:3]=1[CH3:29]. The catalyst class is: 4. (4) Reactant: [CH3:1][C:2]1[C:3]([C:8](=O)[CH3:9])=[N:4][CH:5]=[CH:6][CH:7]=1.[NH2:11][C:12]([NH2:14])=[S:13].II.C([O-])(O)=O.[Na+]. Product: [CH3:1][C:2]1[C:3]([C:8]2[N:11]=[C:12]([NH2:14])[S:13][CH:9]=2)=[N:4][CH:5]=[CH:6][CH:7]=1. The catalyst class is: 12. (5) Reactant: [Br:1][C:2]1[N:3]=[C:4]([N:12]2[CH2:17][CH2:16][CH2:15][CH:14]([C:18]([O:20][CH3:21])=[O:19])[CH2:13]2)[N:5]2[CH:10]=[CH:9][N:8]=[C:7](Cl)[C:6]=12.[CH3:22][O:23][C:24]1[CH:31]=[CH:30][C:27]([CH2:28][NH2:29])=[CH:26][CH:25]=1. Product: [Br:1][C:2]1[N:3]=[C:4]([N:12]2[CH2:17][CH2:16][CH2:15][CH:14]([C:18]([O:20][CH3:21])=[O:19])[CH2:13]2)[N:5]2[CH:10]=[CH:9][N:8]=[C:7]([NH:29][CH2:28][C:27]3[CH:30]=[CH:31][C:24]([O:23][CH3:22])=[CH:25][CH:26]=3)[C:6]=12. The catalyst class is: 41. (6) Reactant: C[O:2][C:3](=O)[CH2:4][CH2:5][CH2:6][N:7]1[CH2:11][CH2:10][CH2:9][C@H:8]1[CH2:12][O:13][C:14]1[CH:19]=[CH:18][C:17]([CH2:20][C:21]2[CH:26]=[CH:25][CH:24]=[CH:23][CH:22]=2)=[CH:16][CH:15]=1.[H-].C([Al+]CC(C)C)C(C)C.CC(O)=O. Product: [CH2:20]([C:17]1[CH:18]=[CH:19][C:14]([O:13][CH2:12][C@@H:8]2[CH2:9][CH2:10][CH2:11][N:7]2[CH2:6][CH2:5][CH2:4][CH2:3][OH:2])=[CH:15][CH:16]=1)[C:21]1[CH:22]=[CH:23][CH:24]=[CH:25][CH:26]=1. The catalyst class is: 11.